Dataset: Reaction yield outcomes from USPTO patents with 853,638 reactions. Task: Predict the reaction yield, written as a fraction of the theoretical maximum amount of product (1.0 means a 100% yield; for example, 0.34 means a 34% yield). (1) The reactants are Br[C:2]12[CH2:11][CH:6]3[CH2:7][CH:8]([CH2:10][C:4]([C:12]([OH:14])=[O:13])([CH2:5]3)[CH2:3]1)[CH2:9]2.[Al+3].[Cl-:16].[Cl-].[Cl-]. The catalyst is ClC1C=CC=CC=1. The product is [Cl:16][C:2]1[CH:11]=[CH:6][C:5]([C:2]23[CH2:11][CH:6]4[CH2:7][CH:8]([CH2:10][C:4]([C:12]([OH:14])=[O:13])([CH2:5]4)[CH2:3]2)[CH2:9]3)=[CH:4][CH:3]=1. The yield is 0.793. (2) The reactants are [C:1]1([S:7][C:8]2[CH:9]=[N:10][C:11]3[C:16]([C:17]=2O)=[CH:15][CH:14]=[CH:13][C:12]=3[C:19]([F:22])([F:21])[F:20])[CH:6]=[CH:5][CH:4]=[CH:3][CH:2]=1.BrC1C=N[C:27]2[C:32](C=1O)=[CH:31][CH:30]=[CH:29][C:28]=2C(F)(F)F.C1(S)C=CC=CC=1.[Na].O. The catalyst is CN(C=O)C. The product is [C:27]1([C:17]2[C:16]3[C:11](=[C:12]([C:19]([F:22])([F:21])[F:20])[CH:13]=[CH:14][CH:15]=3)[N:10]=[CH:9][C:8]=2[S:7][C:1]2[CH:6]=[CH:5][CH:4]=[CH:3][CH:2]=2)[CH:32]=[CH:31][CH:30]=[CH:29][CH:28]=1. The yield is 0.570. (3) The reactants are C(OP([CH2:9][C:10]([O:12][CH2:13][CH3:14])=[O:11])(OCC)=O)C.[H-].[Na+].[Cl:17][C:18]1[CH:35]=[C:34]([C:36]([F:39])([F:38])[F:37])[CH:33]=[CH:32][C:19]=1[CH2:20][N:21]1[C:25]([CH:26]=O)=[CH:24][C:23]([O:28][CH2:29][O:30][CH3:31])=[N:22]1.[Cl-].[NH4+]. The catalyst is CN(C)C=O.O1CCCC1. The product is [Cl:17][C:18]1[CH:35]=[C:34]([C:36]([F:39])([F:37])[F:38])[CH:33]=[CH:32][C:19]=1[CH2:20][N:21]1[C:25](/[CH:26]=[CH:9]/[C:10]([O:12][CH2:13][CH3:14])=[O:11])=[CH:24][C:23]([O:28][CH2:29][O:30][CH3:31])=[N:22]1. The yield is 0.600. (4) The reactants are C(P(C(C)(C)C)C1C=CC=CC=1C1C(C(C)C)=CC(C(C)C)=CC=1C(C)C)(C)(C)C.[CH3:31][NH2:32].C([O-])([O-])=O.[Cs+].[Cs+].Cl[C:40]1[CH:49]=[C:48]2[C:43]([CH:44]=[C:45]([C:51]3[C:52]([CH3:67])=[CH:53][C:54]([F:66])=[C:55]([NH:57][C:58]([NH:60][CH2:61][CH2:62][CH:63]4[CH2:65][CH2:64]4)=[O:59])[CH:56]=3)[C:46]([CH3:50])=[N:47]2)=[CH:42][N:41]=1. The catalyst is O1CCOCC1.C1C=CC(/C=C/C(/C=C/C2C=CC=CC=2)=O)=CC=1.C1C=CC(/C=C/C(/C=C/C2C=CC=CC=2)=O)=CC=1.C1C=CC(/C=C/C(/C=C/C2C=CC=CC=2)=O)=CC=1.[Pd].[Pd]. The product is [CH:63]1([CH2:62][CH2:61][NH:60][C:58]([NH:57][C:55]2[CH:56]=[C:51]([C:45]3[C:46]([CH3:50])=[N:47][C:48]4[C:43]([CH:44]=3)=[CH:42][N:41]=[C:40]([NH:32][CH3:31])[CH:49]=4)[C:52]([CH3:67])=[CH:53][C:54]=2[F:66])=[O:59])[CH2:65][CH2:64]1. The yield is 0.590. (5) The reactants are Cl[C:2]1[C:3]([O:8][CH:9]2[CH2:12][N:11]([C:13]3[CH:22]=[CH:21][C:20]4[C:15](=[CH:16][CH:17]=[CH:18][CH:19]=4)[N:14]=3)[CH2:10]2)=[N:4][CH:5]=[CH:6][N:7]=1.[NH:23]1[CH2:28][CH2:27][CH:26]([C:29](=[O:31])[CH3:30])[CH2:25][CH2:24]1.C([O-])([O-])=O.[K+].[K+].CC(O)C. The catalyst is O. The product is [N:14]1[C:15]2[C:20](=[CH:19][CH:18]=[CH:17][CH:16]=2)[CH:21]=[CH:22][C:13]=1[N:11]1[CH2:12][CH:9]([O:8][C:3]2[C:2]([N:23]3[CH2:28][CH2:27][CH:26]([C:29](=[O:31])[CH3:30])[CH2:25][CH2:24]3)=[N:7][CH:6]=[CH:5][N:4]=2)[CH2:10]1. The yield is 0.180.